Dataset: Peptide-MHC class I binding affinity with 185,985 pairs from IEDB/IMGT. Task: Regression. Given a peptide amino acid sequence and an MHC pseudo amino acid sequence, predict their binding affinity value. This is MHC class I binding data. (1) The peptide sequence is AELFVAHYM. The MHC is HLA-B15:01 with pseudo-sequence HLA-B15:01. The binding affinity (normalized) is 0.0847. (2) The peptide sequence is ILFNLSKFLL. The MHC is HLA-A02:01 with pseudo-sequence HLA-A02:01. The binding affinity (normalized) is 0.872. (3) The peptide sequence is RDTWGTTQCL. The MHC is Mamu-A11 with pseudo-sequence Mamu-A11. The binding affinity (normalized) is 0.313. (4) The binding affinity (normalized) is 0.703. The MHC is HLA-A24:02 with pseudo-sequence HLA-A24:02. The peptide sequence is ARKHHTKID. (5) The peptide sequence is VFQSATKII. The MHC is HLA-A23:01 with pseudo-sequence HLA-A23:01. The binding affinity (normalized) is 1.00. (6) The peptide sequence is GNSSWPWQIE. The MHC is Mamu-B8301 with pseudo-sequence Mamu-B8301. The binding affinity (normalized) is 0.407. (7) The peptide sequence is MEVTAKWLW. The MHC is HLA-B44:02 with pseudo-sequence HLA-B44:02. The binding affinity (normalized) is 0.718. (8) The peptide sequence is KLLKSWVSK. The MHC is HLA-B18:01 with pseudo-sequence HLA-B18:01. The binding affinity (normalized) is 0.0847. (9) The peptide sequence is NVMDPMHGA. The MHC is HLA-B18:01 with pseudo-sequence HLA-B18:01. The binding affinity (normalized) is 0.0847. (10) The peptide sequence is ELVMDKNHA. The MHC is HLA-A02:01 with pseudo-sequence HLA-A02:01. The binding affinity (normalized) is 0.